Predict the product of the given reaction. From a dataset of Forward reaction prediction with 1.9M reactions from USPTO patents (1976-2016). (1) Given the reactants [NH2:1][C:2]1[N:6]([C:7]2[CH:12]=CC=C[CH:8]=2)[N:5]=[CH:4][C:3]=1[C:13]([NH2:15])=[O:14].[CH:16](=O)[CH:17]([CH3:19])[CH3:18].C=O, predict the reaction product. The product is: [CH2:16]([N:6]1[CH2:7][CH2:8][N:15]2[C:13](=[O:14])[C:3]3[CH:4]=[N:5][N:6]([CH:7]([CH3:8])[CH3:12])[C:2]=3[N:1]=[C:3]2[CH2:2]1)[CH:17]([CH3:19])[CH3:18]. (2) The product is: [NH:38]1[CH2:39][CH2:40][CH:35]([C:32]2[CH:31]=[CH:30][C:29]([NH:28][C:20]3[N:19]=[C:18]([CH2:17][CH2:16][C:15]4[CH:48]=[CH:49][CH:50]=[CH:51][C:14]=4[C:11]4([C:8]([NH2:9])=[O:10])[CH2:12][CH2:13]4)[C:23]([C:24]([F:27])([F:26])[F:25])=[CH:22][N:21]=3)=[CH:34][CH:33]=2)[CH2:36][CH2:37]1. Given the reactants C(O)(C(F)(F)F)=O.[C:8]([C:11]1([C:14]2[CH:51]=[CH:50][CH:49]=[CH:48][C:15]=2[CH2:16][CH2:17][C:18]2[C:23]([C:24]([F:27])([F:26])[F:25])=[CH:22][N:21]=[C:20]([NH:28][C:29]3[CH:34]=[CH:33][C:32]([CH:35]4[CH2:40][CH2:39][N:38](C(OC(C)(C)C)=O)[CH2:37][CH2:36]4)=[CH:31][CH:30]=3)[N:19]=2)[CH2:13][CH2:12]1)(=[O:10])[NH2:9], predict the reaction product. (3) The product is: [Br:23][CH2:24][C:25]1[CH:30]=[CH:29][C:28]([CH2:31][O:1][C:2]2[C:3](=[O:16])[CH:4]=[C:5]([CH2:8][O:9][CH:10]3[CH2:15][CH2:14][CH2:13][CH2:12][O:11]3)[O:6][CH:7]=2)=[CH:27][CH:26]=1. Given the reactants [OH:1][C:2]1[C:3](=[O:16])[CH:4]=[C:5]([CH2:8][O:9][CH:10]2[CH2:15][CH2:14][CH2:13][CH2:12][O:11]2)[O:6][CH:7]=1.C([O-])([O-])=O.[Cs+].[Cs+].[Br:23][CH2:24][C:25]1[CH:30]=[CH:29][C:28]([CH2:31]Br)=[CH:27][CH:26]=1, predict the reaction product. (4) Given the reactants C(OC([NH:8][C:9]1([C@@H:12]2[CH2:16][CH2:15][NH:14][CH2:13]2)[CH2:11][CH2:10]1)=O)(C)(C)C.C(N(CC)CC)C.[NH2:24][C:25]1[CH:34]=[C:33](F)[C:32]([CH3:36])=[C:31]2[C:26]=1[C:27](=[O:44])[C:28]([C:41]([OH:43])=[O:42])=[CH:29][N:30]2[C@@H:37]1[CH2:39][C@@H:38]1[F:40].Cl, predict the reaction product. The product is: [NH2:24][C:25]1[CH:34]=[C:33]([N:14]2[CH2:15][CH2:16][C@@H:12]([C:9]3([NH2:8])[CH2:10][CH2:11]3)[CH2:13]2)[C:32]([CH3:36])=[C:31]2[C:26]=1[C:27](=[O:44])[C:28]([C:41]([OH:43])=[O:42])=[CH:29][N:30]2[C@@H:37]1[CH2:39][C@@H:38]1[F:40]. (5) Given the reactants [N+:1]([C:4]1[CH:9]=[CH:8][C:7]([CH:10]([CH2:16][S:17]([OH:20])(=O)=[O:18])[CH2:11][S:12]([OH:15])(=[O:14])=[O:13])=[CH:6][CH:5]=1)([O-:3])=[O:2].O=P(Cl)(Cl)Cl, predict the reaction product. The product is: [N+:1]([C:4]1[CH:5]=[CH:6][C:7]([CH:10]2[CH2:11][S:12](=[O:15])(=[O:13])[O:14][S:17](=[O:20])(=[O:18])[CH2:16]2)=[CH:8][CH:9]=1)([O-:3])=[O:2].